This data is from Full USPTO retrosynthesis dataset with 1.9M reactions from patents (1976-2016). The task is: Predict the reactants needed to synthesize the given product. (1) The reactants are: [F:1][CH2:2][CH2:3][OH:4].[N+:5]([C:8]1[CH:13]=[C:12]([N+:14]([O-:16])=[O:15])[CH:11]=[CH:10][C:9]=1[S:17](Cl)(=[O:19])=[O:18])([O-:7])=[O:6].C(Cl)(Cl)Cl. Given the product [N+:5]([C:8]1[CH:13]=[C:12]([N+:14]([O-:16])=[O:15])[CH:11]=[CH:10][C:9]=1[S:17]([O:4][CH2:3][CH2:2][F:1])(=[O:19])=[O:18])([O-:7])=[O:6], predict the reactants needed to synthesize it. (2) Given the product [CH2:27]([O:34][CH2:35][C:36]([N:21]1[CH2:20][CH2:19][C:16]2([C:15](=[O:24])[N:14]([C:11]3[CH:12]=[CH:13][C:8]([O:7][C:6]([F:5])([F:25])[F:26])=[CH:9][CH:10]=3)[CH2:18][CH2:17]2)[CH2:23][CH2:22]1)=[O:37])[C:28]1[CH:33]=[CH:32][CH:31]=[CH:30][CH:29]=1, predict the reactants needed to synthesize it. The reactants are: C(O)(=O)C.[F:5][C:6]([F:26])([F:25])[O:7][C:8]1[CH:13]=[CH:12][C:11]([N:14]2[CH2:18][CH2:17][C:16]3([CH2:23][CH2:22][NH:21][CH2:20][CH2:19]3)[C:15]2=[O:24])=[CH:10][CH:9]=1.[CH2:27]([O:34][CH2:35][C:36](Cl)=[O:37])[C:28]1[CH:33]=[CH:32][CH:31]=[CH:30][CH:29]=1.